This data is from Cav3 T-type calcium channel HTS with 100,875 compounds. The task is: Binary Classification. Given a drug SMILES string, predict its activity (active/inactive) in a high-throughput screening assay against a specified biological target. (1) The molecule is Brc1c(cc(NC(=O)CCN2C(=O)C3C4CC(C3C2=O)CC4)cc1C)C. The result is 0 (inactive). (2) The molecule is Fc1ccc(C2CC(=O)/C(C(=O)C2)=C\NCCN2CCNCC2)cc1. The result is 0 (inactive). (3) The drug is S(=O)(=O)(N1CCN(CC1)C(=O)CSc1sc(NCCCC)nn1)c1cc2c(cc1)cccc2. The result is 0 (inactive). (4) The compound is S(=O)(=O)(Cc1ccccc1)CC(=O)Nc1sc2c(n1)cccc2. The result is 0 (inactive). (5) The molecule is Brc1c(NC(=O)CC(O)(C(F)(F)F)C(F)(F)F)ccc(c1)C. The result is 0 (inactive).